The task is: Regression. Given two drug SMILES strings and cell line genomic features, predict the synergy score measuring deviation from expected non-interaction effect.. This data is from NCI-60 drug combinations with 297,098 pairs across 59 cell lines. Drug 1: CC1=C(C=C(C=C1)NC2=NC=CC(=N2)N(C)C3=CC4=NN(C(=C4C=C3)C)C)S(=O)(=O)N.Cl. Drug 2: CN1CCC(CC1)COC2=C(C=C3C(=C2)N=CN=C3NC4=C(C=C(C=C4)Br)F)OC. Cell line: UACC62. Synergy scores: CSS=11.0, Synergy_ZIP=-2.25, Synergy_Bliss=3.91, Synergy_Loewe=-2.96, Synergy_HSA=3.91.